Dataset: Merck oncology drug combination screen with 23,052 pairs across 39 cell lines. Task: Regression. Given two drug SMILES strings and cell line genomic features, predict the synergy score measuring deviation from expected non-interaction effect. Drug 1: CCC1(O)C(=O)OCc2c1cc1n(c2=O)Cc2cc3c(CN(C)C)c(O)ccc3nc2-1. Synergy scores: synergy=2.08. Cell line: RKO. Drug 2: CNC(=O)c1cc(Oc2ccc(NC(=O)Nc3ccc(Cl)c(C(F)(F)F)c3)cc2)ccn1.